Dataset: Full USPTO retrosynthesis dataset with 1.9M reactions from patents (1976-2016). Task: Predict the reactants needed to synthesize the given product. Given the product [C:11]([O:14][C@H:15]1[C@@H:19]([NH:20][C:21]([CH2:23][C:24]2[C:36]3[CH2:35][C:34]4[C:29](=[CH:30][CH:31]=[CH:32][CH:33]=4)[C:28]=3[CH:27]=[CH:26][CH:25]=2)=[O:22])[C@H:18]([CH2:37][OH:38])[O:17][C@@H:16]1[N:56]1[CH:64]=[N:63][C:62]2[C:57]1=[N:58][CH:59]=[N:60][C:61]=2[Cl:65])(=[O:13])[CH3:12], predict the reactants needed to synthesize it. The reactants are: F.F.F.C(N(CC)CC)C.[C:11]([O:14][C@H:15]1[C@@H:19]([NH:20][C:21]([CH2:23][C:24]2[C:36]3[CH2:35][C:34]4[C:29](=[CH:30][CH:31]=[CH:32][CH:33]=4)[C:28]=3[CH:27]=[CH:26][CH:25]=2)=[O:22])[C@H:18]([CH2:37][O:38][Si](C(C)(C)C)(C2C=CC=CC=2)C2C=CC=CC=2)[O:17][C@@H:16]1[N:56]1[CH:64]=[N:63][C:62]2[C:57]1=[N:58][CH:59]=[N:60][C:61]=2[Cl:65])(=[O:13])[CH3:12].